Dataset: P-glycoprotein inhibition data for predicting drug efflux from Broccatelli et al.. Task: Regression/Classification. Given a drug SMILES string, predict its absorption, distribution, metabolism, or excretion properties. Task type varies by dataset: regression for continuous measurements (e.g., permeability, clearance, half-life) or binary classification for categorical outcomes (e.g., BBB penetration, CYP inhibition). Dataset: pgp_broccatelli. (1) The drug is C[C@H]1c2cccc(O)c2C(O)=C2C(=O)[C@]3(O)C(=O)/C(=C(/N)O)C(=O)[C@@H](N(C)C)[C@H]3[C@@H](O)[C@H]21. The result is 0 (non-inhibitor). (2) The molecule is CC(C)[C@@H]1OC(=O)[C@@H](C)[C@@H](C)OC(=O)C[C@@H](O)[C@H](Cc2ccccc2)N(C)C1=O. The result is 1 (inhibitor). (3) The compound is COc1cc(CN(C)CCc2ccc(NC(=O)c3ccccc3NC(=O)c3cnc4ccccc4c3)cc2)ccc1O. The result is 1 (inhibitor). (4) The compound is CN1[C@H]2CC[C@@H]1CC(OC(=O)[C@H](CO)c1ccccc1)C2. The result is 0 (non-inhibitor).